This data is from Peptide-MHC class II binding affinity with 134,281 pairs from IEDB. The task is: Regression. Given a peptide amino acid sequence and an MHC pseudo amino acid sequence, predict their binding affinity value. This is MHC class II binding data. (1) The peptide sequence is ALTKAITAMSEVQKV. The MHC is HLA-DPA10201-DPB10501 with pseudo-sequence HLA-DPA10201-DPB10501. The binding affinity (normalized) is 0.147. (2) The peptide sequence is KPVSKMRMATPLLMQALP. The MHC is HLA-DPA10301-DPB10402 with pseudo-sequence HLA-DPA10301-DPB10402. The binding affinity (normalized) is 0.544. (3) The peptide sequence is FTVQKGSDPKKLVLD. The MHC is DRB1_1501 with pseudo-sequence DRB1_1501. The binding affinity (normalized) is 0.0305. (4) The peptide sequence is YDKFLAMVSTVLTGK. The MHC is DRB1_0701 with pseudo-sequence DRB1_0701. The binding affinity (normalized) is 0.727. (5) The peptide sequence is RIFGRRSIPVNEALA. The MHC is HLA-DQA10201-DQB10301 with pseudo-sequence HLA-DQA10201-DQB10301. The binding affinity (normalized) is 0.733.